Dataset: Reaction yield outcomes from USPTO patents with 853,638 reactions. Task: Predict the reaction yield, written as a fraction of the theoretical maximum amount of product (1.0 means a 100% yield; for example, 0.34 means a 34% yield). (1) The reactants are [C:1]([O:5][CH2:6][CH2:7][CH2:8][CH3:9])(=[O:4])[CH:2]=[CH2:3].C1CC=CC=1.[CH2:15]1[CH:19]2[CH:20]3C=CC([CH:18]2C=[CH:16]1)C3. No catalyst specified. The product is [CH2:6]([O:5][C:1]([CH:2]1[CH2:18][CH:19]2[CH2:20][CH:3]1[CH:16]=[CH:15]2)=[O:4])[CH2:7][CH2:8][CH3:9]. The yield is 0.930. (2) The reactants are [Li+:1].C[Si]([N-][Si](C)(C)C)(C)C.[C:11]([C:14]1[O:15][CH:16]=[CH:17][CH:18]=1)(=[O:13])[CH3:12].[C:19](OC(C)(C)C)(=[O:27])[C:20]([O:22][C:23]([CH3:26])([CH3:25])[CH3:24])=[O:21]. The catalyst is CCOCC. The product is [C:23]([O:22][C:20](=[O:21])[C:19]([O-:27])=[CH:12][C:11]([C:14]1[O:15][CH:16]=[CH:17][CH:18]=1)=[O:13])([CH3:26])([CH3:25])[CH3:24].[Li+:1]. The yield is 0.830. (3) The yield is 0.430. The product is [C:11]([N:14]1[C:23]2[C:18](=[CH:19][C:20]([C:25]([O:27][CH3:28])=[O:26])=[C:21]([F:24])[CH:22]=2)[C@H:17]([NH:29][C:2]2[N:7]=[C:6]([CH3:8])[CH:5]=[CH:4][N:3]=2)[C@@H:16]([CH3:30])[C@@H:15]1[CH:31]1[CH2:32][CH2:33]1)(=[O:13])[CH3:12]. The catalyst is CS(C)=O. The reactants are Cl[C:2]1[N:7]=[C:6]([CH3:8])[CH:5]=[CH:4][N:3]=1.[F-].[K+].[C:11]([N:14]1[C:23]2[C:18](=[CH:19][C:20]([C:25]([O:27][CH3:28])=[O:26])=[C:21]([F:24])[CH:22]=2)[C@H:17]([NH2:29])[C@@H:16]([CH3:30])[C@@H:15]1[CH:31]1[CH2:33][CH2:32]1)(=[O:13])[CH3:12].C1OCCOCCOCCOCCOCCOC1.CCN(C(C)C)C(C)C. (4) The reactants are [NH2:1][C:2]1[N:3]=[CH:4][C:5]2[C:10]([CH:11]=1)=[CH:9][CH:8]=[CH:7][CH:6]=2.C[Al](C)C.C[O:17][C:18]([C:20]1[C:25]([NH:26][CH2:27][C:28]2[CH:33]=[CH:32][N:31]=[CH:30][CH:29]=2)=[N:24][CH:23]=[CH:22][N:21]=1)=O. The product is [CH:4]1[C:5]2[C:10](=[CH:9][CH:8]=[CH:7][CH:6]=2)[CH:11]=[C:2]([NH:1][C:18]([C:20]2[C:25]([NH:26][CH2:27][C:28]3[CH:33]=[CH:32][N:31]=[CH:30][CH:29]=3)=[N:24][CH:23]=[CH:22][N:21]=2)=[O:17])[N:3]=1. The catalyst is C1(C)C=CC=CC=1.C(OCC)(=O)C. The yield is 0.420. (5) The reactants are [F:1][C:2]1[CH:7]=[CH:6][C:5]([C:8]2[C:13]([C:14]3[CH:19]=[CH:18][N:17]=[CH:16][CH:15]=3)=[C:12]([C:20]3[CH:25]=[CH:24][C:23]([F:26])=[CH:22][CH:21]=3)[N:11]=[C:10]3[N:27]([CH2:30][CH2:31][C:32]([OH:34])=O)[N:28]=[CH:29][C:9]=23)=[CH:4][CH:3]=1.[CH2:35]([NH2:38])[CH2:36][CH3:37]. No catalyst specified. The product is [F:1][C:2]1[CH:7]=[CH:6][C:5]([C:8]2[C:13]([C:14]3[CH:19]=[CH:18][N:17]=[CH:16][CH:15]=3)=[C:12]([C:20]3[CH:25]=[CH:24][C:23]([F:26])=[CH:22][CH:21]=3)[N:11]=[C:10]3[N:27]([CH2:30][CH2:31][C:32]([NH:38][CH2:35][CH2:36][CH3:37])=[O:34])[N:28]=[CH:29][C:9]=23)=[CH:4][CH:3]=1. The yield is 0.760. (6) The reactants are [Br:1][C:2]1[CH:3]=[N:4][C:5]([C:8]2[N:9](O)[C:10]3[C:15]([C:16]=2[CH:17]2[CH2:21][CH2:20][CH2:19][CH2:18]2)=[CH:14][CH:13]=[C:12]([C:22]([NH:24][C:25]2([C:29]4[N:33]([CH3:34])[C:32]5[CH:35]=[C:36](/[CH:39]=[CH:40]/[C:41]([O:43]CCCC)=[O:42])[CH:37]=[CH:38][C:31]=5[N:30]=4)[CH2:28][CH2:27][CH2:26]2)=[O:23])[CH:11]=3)=[N:6][CH:7]=1.[OH-].[Na+].[C:51](O)(=O)C. The catalyst is C1COCC1. The product is [Br:1][C:2]1[CH:7]=[N:6][C:5]([C:8]2[N:9]([CH3:51])[C:10]3[C:15]([C:16]=2[CH:17]2[CH2:18][CH2:19][CH2:20][CH2:21]2)=[CH:14][CH:13]=[C:12]([C:22]([NH:24][C:25]2([C:29]4[N:33]([CH3:34])[C:32]5[CH:35]=[C:36](/[CH:39]=[CH:40]/[C:41]([OH:43])=[O:42])[CH:37]=[CH:38][C:31]=5[N:30]=4)[CH2:28][CH2:27][CH2:26]2)=[O:23])[CH:11]=3)=[N:4][CH:3]=1. The yield is 0.950. (7) The product is [SH:8][CH2:9][CH2:10][CH2:11][CH:12]([CH2:13][CH2:14][C:15]([OH:17])=[O:16])[C:18]([OH:20])=[O:19]. The catalyst is C(Cl)Cl. The yield is 0.760. The reactants are C1(C(C2C=CC=CC=2)(C2C=CC=CC=2)[S:8][CH2:9][CH2:10][CH2:11][CH:12]([C:18]([OH:20])=[O:19])[CH2:13][CH2:14][C:15]([OH:17])=[O:16])C=CC=CC=1.C([SiH](C(C)C)C(C)C)(C)C. (8) The reactants are [Br:1][C:2]1[N:7]=[C:6]([NH2:8])[CH:5]=[CH:4][CH:3]=1.C(=O)(O)[O-].[Na+].O.[C:15](Cl)(Cl)=[S:16]. The catalyst is C(Cl)(Cl)Cl. The product is [Br:1][C:2]1[CH:3]=[CH:4][CH:5]=[C:6]([N:8]=[C:15]=[S:16])[N:7]=1. The yield is 0.890. (9) The reactants are Br[C:2]1[C:7](=[O:8])[N:6]([CH2:9][C:10]2[CH:15]=[CH:14][C:13]([C:16]3[C:17]([C:22]#[N:23])=[CH:18][CH:19]=[CH:20][CH:21]=3)=[CH:12][C:11]=2[F:24])[C:5]([CH2:25][CH2:26][CH3:27])=[N:4][C:3]=1[CH3:28].[Si:29]([O:36][CH2:37][C:38]([CH3:50])([CH3:49])[O:39][C:40]1[CH:45]=[CH:44][C:43](B(O)O)=[CH:42][CH:41]=1)([C:32]([CH3:35])([CH3:34])[CH3:33])([CH3:31])[CH3:30].C(=O)([O-])[O-].[Cs+].[Cs+].O1CCOCC1. The catalyst is C(OCC)(=O)C.C1C=CC(P(C2C=CC=CC=2)[C-]2C=CC=C2)=CC=1.C1C=CC(P(C2C=CC=CC=2)[C-]2C=CC=C2)=CC=1.Cl[Pd]Cl.[Fe+2].ClCCl. The product is [Si:29]([O:36][CH2:37][C:38]([CH3:50])([CH3:49])[O:39][C:40]1[CH:41]=[CH:42][C:43]([C:2]2[C:7](=[O:8])[N:6]([CH2:9][C:10]3[CH:15]=[CH:14][C:13]([C:16]4[C:17]([C:22]#[N:23])=[CH:18][CH:19]=[CH:20][CH:21]=4)=[CH:12][C:11]=3[F:24])[C:5]([CH2:25][CH2:26][CH3:27])=[N:4][C:3]=2[CH3:28])=[CH:44][CH:45]=1)([C:32]([CH3:35])([CH3:34])[CH3:33])([CH3:31])[CH3:30]. The yield is 0.890. (10) The reactants are C(NC(C)C)(C)C.C([Li])CCC.[Cl:13][C:14]1[CH:15]=[C:16]([CH2:20][C:21]([OH:23])=[O:22])[CH:17]=[CH:18][CH:19]=1.[C:24]1(=[O:30])[CH2:29][CH2:28][CH2:27][CH2:26][CH2:25]1. The catalyst is O1CCCC1. The product is [Cl:13][C:14]1[CH:15]=[C:16]([CH:20]([C:24]2([OH:30])[CH2:29][CH2:28][CH2:27][CH2:26][CH2:25]2)[C:21]([OH:23])=[O:22])[CH:17]=[CH:18][CH:19]=1. The yield is 0.960.